Dataset: Peptide-MHC class I binding affinity with 185,985 pairs from IEDB/IMGT. Task: Regression. Given a peptide amino acid sequence and an MHC pseudo amino acid sequence, predict their binding affinity value. This is MHC class I binding data. The peptide sequence is AVDLSHFLR. The MHC is HLA-A26:01 with pseudo-sequence HLA-A26:01. The binding affinity (normalized) is 0.